This data is from Peptide-MHC class II binding affinity with 134,281 pairs from IEDB. The task is: Regression. Given a peptide amino acid sequence and an MHC pseudo amino acid sequence, predict their binding affinity value. This is MHC class II binding data. (1) The peptide sequence is QVNTSKTGINENYAK. The MHC is DRB1_0405 with pseudo-sequence DRB1_0405. The binding affinity (normalized) is 0.179. (2) The peptide sequence is AFKVYATAANAAPAN. The MHC is DRB1_0701 with pseudo-sequence DRB1_0701. The binding affinity (normalized) is 0.722. (3) The peptide sequence is MTQRVVIALLVLAVG. The MHC is H-2-IEd with pseudo-sequence H-2-IEd. The binding affinity (normalized) is 0. (4) The peptide sequence is KDKWIELKESWGAIW. The MHC is DRB1_1602 with pseudo-sequence DRB1_1602. The binding affinity (normalized) is 0.443. (5) The peptide sequence is SKKDKFVAANAGGTV. The MHC is HLA-DQA10401-DQB10402 with pseudo-sequence HLA-DQA10401-DQB10402. The binding affinity (normalized) is 0.443. (6) The peptide sequence is DRSIALTFLAVGGVL. The MHC is DRB1_0101 with pseudo-sequence DRB1_0101. The binding affinity (normalized) is 0.808. (7) The peptide sequence is CVKFPGGGQIVGGVY. The MHC is HLA-DQA10501-DQB10301 with pseudo-sequence HLA-DQA10501-DQB10301. The binding affinity (normalized) is 0.723.